From a dataset of Full USPTO retrosynthesis dataset with 1.9M reactions from patents (1976-2016). Predict the reactants needed to synthesize the given product. (1) Given the product [Cl:25][C:19]1[CH:20]=[N:21][CH:22]=[C:23]([Cl:24])[C:18]=1[NH:17][C:11]1[C:10]2[C:15](=[C:6]([OH:5])[C:7]([O:26][CH3:27])=[CH:8][CH:9]=2)[NH:14][C:13](=[O:16])[CH:12]=1, predict the reactants needed to synthesize it. The reactants are: C1(C[O:5][C:6]2[C:7]([O:26][CH3:27])=[CH:8][CH:9]=[C:10]3[C:15]=2[NH:14][C:13](=[O:16])[CH:12]=[C:11]3[NH:17][C:18]2[C:23]([Cl:24])=[CH:22][N:21]=[CH:20][C:19]=2[Cl:25])CC1.Cl. (2) Given the product [NH2:21][C:3]1[CH:4]=[C:5]([C:8]2[CH:13]=[CH:12][C:11]([CH2:14][CH2:15][CH2:16][C:17]([O:19][CH3:20])=[O:18])=[CH:10][CH:9]=2)[CH:6]=[CH:7][CH:2]=1, predict the reactants needed to synthesize it. The reactants are: N[C:2]1[CH:7]=[CH:6][C:5]([C:8]2[CH:13]=[CH:12][C:11]([CH2:14][CH2:15][CH2:16][C:17]([O:19][CH3:20])=[O:18])=[CH:10][CH:9]=2)=[CH:4][CH:3]=1.[NH2:21]C1C=C(B(O)O)C=CC=1. (3) Given the product [CH3:1][O:2][C:3](=[O:25])[C:4]1[CH:9]=[CH:8][CH:7]=[CH:6][C:5]=1[NH:10][C:11]1[N:15]([C:16]2[CH:21]=[CH:20][C:19]([F:22])=[CH:18][C:17]=2[CH3:23])[N:14]=[C:13]([CH3:24])[C:12]=1[Br:26], predict the reactants needed to synthesize it. The reactants are: [CH3:1][O:2][C:3](=[O:25])[C:4]1[CH:9]=[CH:8][CH:7]=[CH:6][C:5]=1[NH:10][C:11]1[N:15]([C:16]2[CH:21]=[CH:20][C:19]([F:22])=[CH:18][C:17]=2[CH3:23])[N:14]=[C:13]([CH3:24])[CH:12]=1.[Br:26]N1C(C)(C)C(=O)N(Br)C1=O. (4) Given the product [Cl:17][CH2:18][C:19]1[N:10]=[C:8]([C:3]2[CH:4]=[CH:5][CH:6]=[CH:7][N:2]=2)[N:9]=[C:21]([OH:22])[CH:20]=1, predict the reactants needed to synthesize it. The reactants are: Cl.[N:2]1[CH:7]=[CH:6][CH:5]=[CH:4][C:3]=1[C:8]([NH2:10])=[NH:9].CC(C)([O-])C.[K+].[Cl:17][CH2:18][C:19](=O)[CH2:20][C:21](OC)=[O:22]. (5) The reactants are: [O:1]1[C:5]2[CH2:6][CH2:7][O:8][CH2:9][C:4]=2[C:3]([C:10]([OH:12])=O)=[N:2]1.[NH2:13][C@@H:14]([CH3:30])[CH2:15][N:16]1[CH:20]=[CH:19][C:18]([C:21]2[CH:28]=[CH:27][C:24]([C:25]#[N:26])=[C:23]([Cl:29])[CH:22]=2)=[N:17]1. Given the product [Cl:29][C:23]1[CH:22]=[C:21]([C:18]2[CH:19]=[CH:20][N:16]([CH2:15][C@@H:14]([NH:13][C:10]([C:3]3[C:4]4[CH2:9][O:8][CH2:7][CH2:6][C:5]=4[O:1][N:2]=3)=[O:12])[CH3:30])[N:17]=2)[CH:28]=[CH:27][C:24]=1[C:25]#[N:26], predict the reactants needed to synthesize it. (6) Given the product [Cl:48][C:34]1[C:35]([C:37]2[S:41][C:40]3[C:42]([O:46][CH3:47])=[CH:43][CH:44]=[CH:45][C:39]=3[CH:38]=2)=[N:36][C:31]([NH:15][CH2:16][CH2:17][CH2:18][N:19]2[CH2:20][CH2:21][N:22]([CH3:25])[CH2:23][CH2:24]2)=[N:32][CH:33]=1, predict the reactants needed to synthesize it. The reactants are: Cl.Cl.Cl.S1C(C2C=CN=C([NH:15][CH2:16][CH2:17][CH2:18][N:19]3[CH2:24][CH2:23][N:22]([CH3:25])[CH2:21][CH2:20]3)N=2)=CC2C=CC=CC1=2.Cl[C:31]1[N:36]=[C:35]([C:37]2[S:41][C:40]3[C:42]([O:46][CH3:47])=[CH:43][CH:44]=[CH:45][C:39]=3[CH:38]=2)[C:34]([Cl:48])=[CH:33][N:32]=1.NCCCN1CCN(C)CC1. (7) Given the product [CH2:8]([NH:7][CH2:19][C:20]1[O:22][N:23]=[C:24]([C:25]2[CH:30]=[CH:29][C:28]([CH3:31])=[CH:27][CH:26]=2)[N:32]=1)[CH:11]([CH3:16])[CH3:12], predict the reactants needed to synthesize it. The reactants are: C(NCC1ON=[C:8]([C:11]2[CH:16]=CC(C)=C[CH:12]=2)[N:7]=1)(C)C.Cl[CH2:19][C:20]([O:22]/[N:23]=[C:24](\[NH2:32])/[C:25]1[CH:30]=[CH:29][C:28]([CH3:31])=[CH:27][CH:26]=1)=O.C(N)C(C)C.C(=O)([O-])[O-].[K+].[K+]. (8) Given the product [F:24][C:25]1[CH:33]=[CH:32][C:28]([C:29]([NH:23][C:10]2[S:11][C:12]([CH2:13][C:14]3[CH:19]=[CH:18][C:17]([N+:20]([O-:22])=[O:21])=[CH:16][CH:15]=3)=[C:8]([C:5]3[CH:4]=[CH:3][C:2]([F:1])=[CH:7][CH:6]=3)[N:9]=2)=[O:30])=[CH:27][CH:26]=1, predict the reactants needed to synthesize it. The reactants are: [F:1][C:2]1[CH:7]=[CH:6][C:5]([C:8]2[N:9]=[C:10]([NH2:23])[S:11][C:12]=2[CH2:13][C:14]2[CH:19]=[CH:18][C:17]([N+:20]([O-:22])=[O:21])=[CH:16][CH:15]=2)=[CH:4][CH:3]=1.[F:24][C:25]1[CH:33]=[CH:32][C:28]([C:29](Cl)=[O:30])=[CH:27][CH:26]=1.